This data is from NCI-60 drug combinations with 297,098 pairs across 59 cell lines. The task is: Regression. Given two drug SMILES strings and cell line genomic features, predict the synergy score measuring deviation from expected non-interaction effect. (1) Drug 1: C1=CN(C=N1)CC(O)(P(=O)(O)O)P(=O)(O)O. Drug 2: C(CN)CNCCSP(=O)(O)O. Cell line: HOP-92. Synergy scores: CSS=5.02, Synergy_ZIP=4.43, Synergy_Bliss=7.13, Synergy_Loewe=-3.08, Synergy_HSA=0.562. (2) Drug 1: CC(CN1CC(=O)NC(=O)C1)N2CC(=O)NC(=O)C2. Drug 2: CC12CCC3C(C1CCC2O)C(CC4=C3C=CC(=C4)O)CCCCCCCCCS(=O)CCCC(C(F)(F)F)(F)F. Cell line: IGROV1. Synergy scores: CSS=18.8, Synergy_ZIP=-5.92, Synergy_Bliss=-0.0501, Synergy_Loewe=0.0774, Synergy_HSA=0.201. (3) Drug 1: CCCS(=O)(=O)NC1=C(C(=C(C=C1)F)C(=O)C2=CNC3=C2C=C(C=N3)C4=CC=C(C=C4)Cl)F. Drug 2: CC1C(C(=O)NC(C(=O)N2CCCC2C(=O)N(CC(=O)N(C(C(=O)O1)C(C)C)C)C)C(C)C)NC(=O)C3=C4C(=C(C=C3)C)OC5=C(C(=O)C(=C(C5=N4)C(=O)NC6C(OC(=O)C(N(C(=O)CN(C(=O)C7CCCN7C(=O)C(NC6=O)C(C)C)C)C)C(C)C)C)N)C. Cell line: HL-60(TB). Synergy scores: CSS=49.3, Synergy_ZIP=40.3, Synergy_Bliss=45.5, Synergy_Loewe=33.5, Synergy_HSA=34.3.